This data is from Forward reaction prediction with 1.9M reactions from USPTO patents (1976-2016). The task is: Predict the product of the given reaction. (1) Given the reactants [Br:1][C:2]1[CH:7]=[CH:6][C:5]([NH2:8])=[C:4]([Cl:9])[C:3]=1[Cl:10].Cl[CH2:12][C:13]1[CH:18]=[CH:17][C:16]([O:19][CH3:20])=[CH:15][CH:14]=1.[I-].[K+].[H-].[Na+], predict the reaction product. The product is: [Br:1][C:2]1[CH:7]=[CH:6][C:5]([NH:8][CH2:12][C:13]2[CH:18]=[CH:17][C:16]([O:19][CH3:20])=[CH:15][CH:14]=2)=[C:4]([Cl:9])[C:3]=1[Cl:10]. (2) Given the reactants C[O:2][C:3]([C@H:5]1[CH2:10][CH2:9][C@H:8]([NH:11][C:12]([O:14][C:15]([CH3:18])([CH3:17])[CH3:16])=[O:13])[CH2:7][CH2:6]1)=O.[BH4-].[Li+].C([BH-](CC)CC)C.[Li+], predict the reaction product. The product is: [CH3:18][C:15]([O:14][C:12]([NH:11][CH:8]1[CH2:7][CH2:6][CH:5]([CH2:3][OH:2])[CH2:10][CH2:9]1)=[O:13])([CH3:16])[CH3:17].